Dataset: NCI-60 drug combinations with 297,098 pairs across 59 cell lines. Task: Regression. Given two drug SMILES strings and cell line genomic features, predict the synergy score measuring deviation from expected non-interaction effect. (1) Drug 1: C1CCC(CC1)NC(=O)N(CCCl)N=O. Drug 2: C1=CC(=CC=C1CC(C(=O)O)N)N(CCCl)CCCl.Cl. Cell line: M14. Synergy scores: CSS=16.1, Synergy_ZIP=2.60, Synergy_Bliss=10.2, Synergy_Loewe=5.90, Synergy_HSA=7.36. (2) Drug 1: CC1=C(C=C(C=C1)NC2=NC=CC(=N2)N(C)C3=CC4=NN(C(=C4C=C3)C)C)S(=O)(=O)N.Cl. Drug 2: CC12CCC3C(C1CCC2O)C(CC4=C3C=CC(=C4)O)CCCCCCCCCS(=O)CCCC(C(F)(F)F)(F)F. Cell line: IGROV1. Synergy scores: CSS=9.90, Synergy_ZIP=1.26, Synergy_Bliss=6.13, Synergy_Loewe=5.94, Synergy_HSA=6.00. (3) Drug 1: C1=CC(=CC=C1CCC2=CNC3=C2C(=O)NC(=N3)N)C(=O)NC(CCC(=O)O)C(=O)O. Drug 2: CC1CCC2CC(C(=CC=CC=CC(CC(C(=O)C(C(C(=CC(C(=O)CC(OC(=O)C3CCCCN3C(=O)C(=O)C1(O2)O)C(C)CC4CCC(C(C4)OC)O)C)C)O)OC)C)C)C)OC. Cell line: NCI-H460. Synergy scores: CSS=41.8, Synergy_ZIP=-1.67, Synergy_Bliss=-0.885, Synergy_Loewe=2.23, Synergy_HSA=3.09. (4) Drug 1: C1CCC(C1)C(CC#N)N2C=C(C=N2)C3=C4C=CNC4=NC=N3. Drug 2: CC(C)CN1C=NC2=C1C3=CC=CC=C3N=C2N. Cell line: PC-3. Synergy scores: CSS=-5.05, Synergy_ZIP=1.09, Synergy_Bliss=-0.487, Synergy_Loewe=-1.90, Synergy_HSA=-2.15. (5) Drug 1: CCC(=C(C1=CC=CC=C1)C2=CC=C(C=C2)OCCN(C)C)C3=CC=CC=C3.C(C(=O)O)C(CC(=O)O)(C(=O)O)O. Drug 2: C1=NC2=C(N=C(N=C2N1C3C(C(C(O3)CO)O)F)Cl)N. Cell line: RXF 393. Synergy scores: CSS=1.30, Synergy_ZIP=0.362, Synergy_Bliss=0.445, Synergy_Loewe=-2.24, Synergy_HSA=-2.24. (6) Drug 1: C(=O)(N)NO. Drug 2: C(CC(=O)O)C(=O)CN.Cl. Cell line: NCI-H522. Synergy scores: CSS=2.41, Synergy_ZIP=-2.85, Synergy_Bliss=-1.02, Synergy_Loewe=-0.366, Synergy_HSA=0.236. (7) Cell line: MDA-MB-435. Drug 1: CC1C(C(CC(O1)OC2CC(CC3=C2C(=C4C(=C3O)C(=O)C5=C(C4=O)C(=CC=C5)OC)O)(C(=O)CO)O)N)O.Cl. Drug 2: C1=NC2=C(N1)C(=S)N=C(N2)N. Synergy scores: CSS=53.9, Synergy_ZIP=0.558, Synergy_Bliss=-0.792, Synergy_Loewe=-9.14, Synergy_HSA=-0.301. (8) Drug 1: CC1C(C(=O)NC(C(=O)N2CCCC2C(=O)N(CC(=O)N(C(C(=O)O1)C(C)C)C)C)C(C)C)NC(=O)C3=C4C(=C(C=C3)C)OC5=C(C(=O)C(=C(C5=N4)C(=O)NC6C(OC(=O)C(N(C(=O)CN(C(=O)C7CCCN7C(=O)C(NC6=O)C(C)C)C)C)C(C)C)C)N)C. Drug 2: CN(C(=O)NC(C=O)C(C(C(CO)O)O)O)N=O. Cell line: HOP-92. Synergy scores: CSS=16.1, Synergy_ZIP=-6.10, Synergy_Bliss=-3.09, Synergy_Loewe=-20.0, Synergy_HSA=-3.89.